From a dataset of Peptide-MHC class I binding affinity with 185,985 pairs from IEDB/IMGT. Regression. Given a peptide amino acid sequence and an MHC pseudo amino acid sequence, predict their binding affinity value. This is MHC class I binding data. (1) The peptide sequence is LNAWGCAFR. The MHC is HLA-A31:01 with pseudo-sequence HLA-A31:01. The binding affinity (normalized) is 0.648. (2) The peptide sequence is KEVDSSSHM. The MHC is H-2-Kk with pseudo-sequence H-2-Kk. The binding affinity (normalized) is 0.334. (3) The peptide sequence is LVPFVQWFV. The MHC is HLA-A68:02 with pseudo-sequence HLA-A68:02. The binding affinity (normalized) is 0.727. (4) The peptide sequence is DSMDVLAEKK. The MHC is HLA-A68:01 with pseudo-sequence HLA-A68:01. The binding affinity (normalized) is 0.952. (5) The peptide sequence is RLIQNSLTI. The MHC is HLA-A68:02 with pseudo-sequence HLA-A68:02. The binding affinity (normalized) is 0. (6) The peptide sequence is RQYTAFTL. The MHC is Mamu-A07 with pseudo-sequence Mamu-A07. The binding affinity (normalized) is 0.537. (7) The peptide sequence is SSGDFLKYYF. The MHC is H-2-Kb with pseudo-sequence H-2-Kb. The binding affinity (normalized) is 0.471.